Dataset: Catalyst prediction with 721,799 reactions and 888 catalyst types from USPTO. Task: Predict which catalyst facilitates the given reaction. (1) Product: [F:10][C:11]1[CH:16]=[CH:15][CH:14]=[CH:13][C:12]=1[C:17]#[C:18][C:19]([N:7]([CH2:6][C:5]([O:4][CH2:2][CH3:3])=[O:9])[CH3:8])=[O:21]. Reactant: Cl.[CH2:2]([O:4][C:5](=[O:9])[CH2:6][NH:7][CH3:8])[CH3:3].[F:10][C:11]1[CH:16]=[CH:15][CH:14]=[CH:13][C:12]=1[C:17]#[C:18][C:19]([OH:21])=O.CN1CCOCC1.CCN=C=NCCCN(C)C.Cl. The catalyst class is: 79. (2) Product: [CH3:1][O:2][C:3]([C:5]1[C:9]([NH:10][C:11]([C:13]2[CH:18]=[CH:17][CH:16]=[C:15]([C:19]3[CH:20]=[N:21][N:22]([CH2:24][C:25]#[C:26][CH2:27][CH2:28][CH2:29][NH2:30])[CH:23]=3)[N:14]=2)=[O:12])=[CH:8][N:7]([CH3:38])[N:6]=1)=[O:4]. The catalyst class is: 5. Reactant: [CH3:1][O:2][C:3]([C:5]1[C:9]([NH:10][C:11]([C:13]2[CH:18]=[CH:17][CH:16]=[C:15]([C:19]3[CH:20]=[N:21][N:22]([CH2:24][C:25]#[C:26][CH2:27][CH2:28][CH2:29][NH:30]C(OC(C)(C)C)=O)[CH:23]=3)[N:14]=2)=[O:12])=[CH:8][N:7]([CH3:38])[N:6]=1)=[O:4].Cl.Cl.O1CCOCC1. (3) Reactant: [CH3:1][C:2]1[C:8]([F:9])=[CH:7][CH:6]=[CH:5][C:3]=1[NH2:4].[C:10](Cl)(Cl)=[S:11].C(N(CC)CC)C. The catalyst class is: 11. Product: [CH3:1][C:2]1[C:8]([F:9])=[CH:7][CH:6]=[CH:5][C:3]=1[N:4]=[C:10]=[S:11]. (4) Reactant: [OH:1]OS([O-])=O.[K+].[C:7]([O:10][C:11]1[CH:16]=[CH:15][CH:14]=[CH:13][C:12]=1[C:17](=[O:26])[NH:18][C:19]1[S:20][CH:21]=[C:22]([S:24][CH3:25])[N:23]=1)(=[O:9])[CH3:8]. Product: [C:7]([O:10][C:11]1[CH:16]=[CH:15][CH:14]=[CH:13][C:12]=1[C:17](=[O:26])[NH:18][C:19]1[S:20][CH:21]=[C:22]([S:24]([CH3:25])=[O:1])[N:23]=1)(=[O:9])[CH3:8]. The catalyst class is: 72. (5) Reactant: [CH2:1]([O:8][C:9]([N:11]1[CH2:15][C@H:14](O)[C@@H:13]([CH2:17][Br:18])[CH2:12]1)=[O:10])[C:2]1[CH:7]=[CH:6][CH:5]=[CH:4][CH:3]=1.N12CCCN=C1CCCCC2.[F:30]C(F)(S(F)(=O)=O)C(F)(F)C(F)(F)C(F)(F)C(F)(F)C(F)(F)C(F)(F)C(F)(F)F. Product: [CH2:1]([O:8][C:9]([N:11]1[CH2:15][C@@H:14]([F:30])[C@@H:13]([CH2:17][Br:18])[CH2:12]1)=[O:10])[C:2]1[CH:7]=[CH:6][CH:5]=[CH:4][CH:3]=1. The catalyst class is: 11. (6) Product: [CH3:7][O:6][C:1]1([O:4][CH3:5])[CH2:29][CH2:28][CH:27]([O:26][CH2:19][C:20]2[CH:21]=[CH:22][CH:23]=[CH:24][CH:25]=2)[CH2:32][CH2:31]1. Reactant: [CH:1]([O:6][CH3:7])([O:4][CH3:5])OC.C1(C)C=CC(S(O)(=O)=O)=CC=1.[CH2:19]([O:26][CH:27]1[CH2:32][CH2:31]C(=O)[CH2:29][CH2:28]1)[C:20]1[CH:25]=[CH:24][CH:23]=[CH:22][CH:21]=1.C(=O)(O)[O-].[Na+]. The catalyst class is: 138.